This data is from Catalyst prediction with 721,799 reactions and 888 catalyst types from USPTO. The task is: Predict which catalyst facilitates the given reaction. (1) Reactant: [NH2:1][C:2]1[CH:12]=[C:11]([F:13])[C:5]2[N:6]([CH3:10])[C:7](=[O:9])[O:8][C:4]=2[CH:3]=1.[CH3:14][O:15][C:16]([C@@H:18]1[O:20][CH2:19]1)=[O:17].FC(F)(F)S([O-])(=O)=O.[Li+]. Product: [F:13][C:11]1[C:5]2[N:6]([CH3:10])[C:7](=[O:9])[O:8][C:4]=2[CH:3]=[C:2]([NH:1][CH2:19][C@@H:18]([OH:20])[C:16]([O:15][CH3:14])=[O:17])[CH:12]=1. The catalyst class is: 10. (2) Reactant: [BrH:1].C(O)(=O)C.[F:6][C:7]1[C:12]([F:13])=[CH:11][CH:10]=[CH:9][C:8]=1[C:14](=O)[CH2:15][S:16][C:17]#[N:18].O. Product: [Br:1][C:17]1[S:16][CH:15]=[C:14]([C:8]2[CH:9]=[CH:10][CH:11]=[C:12]([F:13])[C:7]=2[F:6])[N:18]=1. The catalyst class is: 15.